This data is from Catalyst prediction with 721,799 reactions and 888 catalyst types from USPTO. The task is: Predict which catalyst facilitates the given reaction. (1) Reactant: [CH2:1]=[C:2]1[C:14](=[O:15])[C:13]2[C:12]3[C:7](=[CH:8][CH:9]=[CH:10][CH:11]=3)[N:6]([CH2:16][C:17]3[CH:26]=[CH:25][C:20]([C:21]([O:23][CH3:24])=[O:22])=[CH:19][CH:18]=3)[C:5]=2[CH2:4][CH2:3]1.Cl.[F:28][C:29]1([F:33])[CH2:32][NH:31][CH2:30]1.C(=O)([O-])[O-].[K+].[K+]. Product: [F:28][C:29]1([F:33])[CH2:32][N:31]([CH2:1][CH:2]2[C:14](=[O:15])[C:13]3[C:12]4[C:7](=[CH:8][CH:9]=[CH:10][CH:11]=4)[N:6]([CH2:16][C:17]4[CH:18]=[CH:19][C:20]([C:21]([O:23][CH3:24])=[O:22])=[CH:25][CH:26]=4)[C:5]=3[CH2:4][CH2:3]2)[CH2:30]1. The catalyst class is: 11. (2) Reactant: [F:1][C:2]1[CH:7]=[C:6]([OH:8])[CH:5]=[CH:4][C:3]=1[N:9]1[C:13](I)=[C:12]([C:15]#[N:16])[C:11]([CH3:17])=[N:10]1.C([Sn](CCCC)(CCCC)[C:23]1[C:27]([CH3:28])=[CH:26][S:25][C:24]=1[CH3:29])CCC. Product: [CH3:29][C:24]1[S:25][CH:26]=[C:27]([CH3:28])[C:23]=1[C:13]1[N:9]([C:3]2[CH:4]=[CH:5][C:6]([OH:8])=[CH:7][C:2]=2[F:1])[N:10]=[C:11]([CH3:17])[C:12]=1[C:15]#[N:16]. The catalyst class is: 235. (3) Reactant: [CH3:1][C:2]1[CH:7]=[C:6]([C:8]#[C:9][CH3:10])[CH:5]=[C:4]([CH3:11])[C:3]=1[C:12]1[C:13](=[O:26])[CH2:14][CH:15]([C:20]2[CH:25]=[CH:24][CH:23]=[CH:22][N:21]=2)[CH2:16][C:17]=1[O:18]C.[ClH:27]. Product: [ClH:27].[CH3:1][C:2]1[CH:7]=[C:6]([C:8]#[C:9][CH3:10])[CH:5]=[C:4]([CH3:11])[C:3]=1[CH:12]1[C:17](=[O:18])[CH2:16][CH:15]([C:20]2[CH:25]=[CH:24][CH:23]=[CH:22][N:21]=2)[CH2:14][C:13]1=[O:26]. The catalyst class is: 21. (4) Reactant: [F:1][C:2]1[CH:7]=[CH:6][C:5]([C:8](=N)[C:9]2[CH:18]=[CH:17][CH:16]=[C:15]3[C:10]=2[CH:11]=[CH:12][C:13]([NH:19][CH2:20][C:21]2[CH:26]=[CH:25][CH:24]=[CH:23][C:22]=2[O:27][CH3:28])=[N:14]3)=[CH:4][CH:3]=1.Cl.C([O-])(O)=[O:32].[Na+]. Product: [F:1][C:2]1[CH:7]=[CH:6][C:5]([C:8]([C:9]2[CH:18]=[CH:17][CH:16]=[C:15]3[C:10]=2[CH:11]=[CH:12][C:13]([NH:19][CH2:20][C:21]2[CH:26]=[CH:25][CH:24]=[CH:23][C:22]=2[O:27][CH3:28])=[N:14]3)=[O:32])=[CH:4][CH:3]=1. The catalyst class is: 1.